Task: Predict the reaction yield, written as a fraction of the theoretical maximum amount of product (1.0 means a 100% yield; for example, 0.34 means a 34% yield).. Dataset: Reaction yield outcomes from USPTO patents with 853,638 reactions (1) The reactants are [CH3:1][O:2][C:3]1[CH:25]=[C:24]([O:26][CH3:27])[CH:23]=[CH:22][C:4]=1[CH2:5][NH:6][C@@:7]([C@H:16]1[CH2:20][O:19][CH2:18][C@H:17]1[OH:21])([C:9]1[CH:14]=[CH:13][CH:12]=[CH:11][C:10]=1[F:15])[CH3:8].N1C=CC=CC=1.[S:34](Cl)(Cl)=[O:35]. The catalyst is ClCCl. The product is [CH3:1][O:2][C:3]1[CH:25]=[C:24]([O:26][CH3:27])[CH:23]=[CH:22][C:4]=1[CH2:5][N:6]1[C@@:7]([C:9]2[CH:14]=[CH:13][CH:12]=[CH:11][C:10]=2[F:15])([CH3:8])[C@@H:16]2[C@@H:17]([CH2:18][O:19][CH2:20]2)[O:21][S:34]1=[O:35]. The yield is 0.950. (2) The reactants are [NH:1]1[CH:5]=[C:4]([C:6]2[CH:22]=[CH:21][C:9]3[C:10]4[N:11]=[C:12]([C:18]([OH:20])=O)[S:13][C:14]=4[CH2:15][CH2:16][O:17][C:8]=3[CH:7]=2)[CH:3]=[N:2]1.CN(C)C=O.C(NC(C)C)(C)C.[CH:35]([NH:38][CH2:39][CH2:40][OH:41])([CH3:37])[CH3:36]. No catalyst specified. The product is [OH:41][CH2:40][CH2:39][N:38]([CH:35]([CH3:37])[CH3:36])[C:18]([C:12]1[S:13][C:14]2[CH2:15][CH2:16][O:17][C:8]3[CH:7]=[C:6]([C:4]4[CH:3]=[N:2][NH:1][CH:5]=4)[CH:22]=[CH:21][C:9]=3[C:10]=2[N:11]=1)=[O:20]. The yield is 0.150. (3) The reactants are [F:1][C:2]([F:31])([C:15]([F:30])([F:29])[C:16]([F:28])([F:27])[C:17]([F:26])([F:25])[C:18]([F:24])([F:23])[C:19]([F:22])([F:21])[F:20])[CH2:3][CH2:4][S:5][CH2:6]C(SC(=O)SC)C=C.[CH2:32]([CH2:34]N)O.S1C2C=CC=CC=2N=[C:37]1[S:45][S:46][C:47]1[S:48][C:49]2[CH:55]=[CH:54][CH:53]=[CH:52][C:50]=2[N:51]=1. The catalyst is C1COCC1.C(Cl)(Cl)Cl. The product is [F:1][C:2]([F:31])([C:15]([F:29])([F:30])[C:16]([F:27])([F:28])[C:17]([F:25])([F:26])[C:18]([F:23])([F:24])[C:19]([F:20])([F:21])[F:22])[CH2:3][CH2:4][S:5][CH2:6][CH:37]([S:45][S:46][C:47]1[S:48][C:49]2[CH:55]=[CH:54][CH:53]=[CH:52][C:50]=2[N:51]=1)[CH:32]=[CH2:34]. The yield is 0.150. (4) The reactants are [CH2:1]([O:8][C:9]1[C:10](=[O:18])[CH:11]=[C:12]([CH:15]([F:17])[F:16])O[CH:14]=1)[C:2]1[CH:7]=[CH:6][CH:5]=[CH:4][CH:3]=1.[CH2:19]([NH2:22])[CH:20]=[CH2:21]. The catalyst is CO. The product is [CH2:19]([N:22]1[CH:14]=[C:9]([O:8][CH2:1][C:2]2[CH:3]=[CH:4][CH:5]=[CH:6][CH:7]=2)[C:10](=[O:18])[CH:11]=[C:12]1[CH:15]([F:16])[F:17])[CH:20]=[CH2:21]. The yield is 0.730. (5) The reactants are [CH3:1][C:2]1[CH:17]=[CH:16][CH:15]=[CH:14][C:3]=1[C:4]([NH:6][C:7]1[CH:8]=[C:9]([CH3:13])[CH:10]=[CH:11][CH:12]=1)=[O:5].[Cl-].[Al+3].[Cl-].[Cl-].[C:22](Cl)(=[O:26])C(Cl)=O.[OH-:28].[Na+]. The catalyst is C(Cl)Cl.C1(C)C=CC=CC=1. The product is [CH3:13][C:9]1[CH:8]=[C:7]([NH:6][C:4](=[O:5])[C:3]2[CH:14]=[CH:15][CH:16]=[CH:17][C:2]=2[CH3:1])[CH:12]=[CH:11][C:10]=1[C:22]([OH:26])=[O:28]. The yield is 0.658. (6) The reactants are Cl.[F:2][CH2:3][CH2:4][NH2:5].C1N=CN([C:11](N2C=NC=C2)=[O:12])C=1.[CH2:18]([C@@H:20]1[CH2:24][NH:23][CH2:22][C@@H:21]1[C:25]1[N:29]2[C:30]3[CH:36]=[CH:35][N:34]([S:37]([C:40]4[CH:46]=[CH:45][C:43]([CH3:44])=[CH:42][CH:41]=4)(=[O:39])=[O:38])[C:31]=3[N:32]=[CH:33][C:28]2=[N:27][CH:26]=1)[CH3:19]. The catalyst is C(#N)C. The product is [CH2:18]([C@H:20]1[C@@H:21]([C:25]2[N:29]3[C:30]4[CH:36]=[CH:35][N:34]([S:37]([C:40]5[CH:41]=[CH:42][C:43]([CH3:44])=[CH:45][CH:46]=5)(=[O:38])=[O:39])[C:31]=4[N:32]=[CH:33][C:28]3=[N:27][CH:26]=2)[CH2:22][N:23]([C:11]([NH:5][CH2:4][CH2:3][F:2])=[O:12])[CH2:24]1)[CH3:19]. The yield is 0.820. (7) The reactants are CS(O[CH2:6][CH2:7][N:8]1[CH:12]=[C:11]([C:13]2[CH:18]=[C:17]([C:19]([O:21]C)=[O:20])[CH:16]=[CH:15][N:14]=2)[N:10]=[CH:9]1)(=O)=O.[F:23][C:24]1[CH:31]=[CH:30][C:27]([CH2:28][NH2:29])=[CH:26][CH:25]=1. No catalyst specified. The product is [F:23][C:24]1[CH:31]=[CH:30][C:27]([CH2:28][NH:29][CH2:6][CH2:7][N:8]2[CH:12]=[C:11]([C:13]3[CH:18]=[C:17]([C:19]([OH:21])=[O:20])[CH:16]=[CH:15][N:14]=3)[N:10]=[CH:9]2)=[CH:26][CH:25]=1. The yield is 0.200.